Regression. Given a peptide amino acid sequence and an MHC pseudo amino acid sequence, predict their binding affinity value. This is MHC class II binding data. From a dataset of Peptide-MHC class II binding affinity with 134,281 pairs from IEDB. The peptide sequence is PETEKAEEVEKIEKT. The MHC is DRB4_0101 with pseudo-sequence DRB4_0103. The binding affinity (normalized) is 0.450.